This data is from Catalyst prediction with 721,799 reactions and 888 catalyst types from USPTO. The task is: Predict which catalyst facilitates the given reaction. (1) Reactant: [NH:1]1[CH:5]=[N:4][C:3]([SH:6])=[N:2]1.C(N(CC)CC)C.Br[CH2:15][C:16]([C:18]1[CH:23]=[CH:22][C:21]([O:24][CH2:25][C:26]2[C:31]([F:32])=[CH:30][CH:29]=[CH:28][C:27]=2[F:33])=[CH:20][CH:19]=1)=[O:17]. Product: [F:32][C:31]1[CH:30]=[CH:29][CH:28]=[C:27]([F:33])[C:26]=1[CH2:25][O:24][C:21]1[CH:20]=[CH:19][C:18]([C:16](=[O:17])[CH2:15][S:6][C:3]2[N:4]=[CH:5][NH:1][N:2]=2)=[CH:23][CH:22]=1. The catalyst class is: 4. (2) The catalyst class is: 11. Reactant: [CH:1]1([C:4]2[CH:8]=[C:7](O)[N:6]([CH3:10])[N:5]=2)[CH2:3][CH2:2]1.COC1C=CC(P2(SP(C3C=CC(OC)=CC=3)(=S)S2)=[S:20])=CC=1. Product: [CH:1]1([C:4]2[CH:8]=[C:7]([SH:20])[N:6]([CH3:10])[N:5]=2)[CH2:3][CH2:2]1. (3) Reactant: [CH3:1][C:2]1[C:11]([N+:12]([O-])=O)=[CH:10][CH:9]=[CH:8][C:3]=1[CH2:4][NH:5][CH2:6][CH3:7]. Product: [CH2:6]([NH:5][CH2:4][C:3]1[C:2]([CH3:1])=[C:11]([CH:10]=[CH:9][CH:8]=1)[NH2:12])[CH3:7]. The catalyst class is: 591. (4) Reactant: [NH2:1][C:2]1[C:3]([C:17]([NH:19][C:20]2[C:25]([N:26]3[CH2:31][CH2:30][C:29]([NH:33][C:34](=[O:40])[O:35][C:36]([CH3:39])([CH3:38])[CH3:37])([CH3:32])[CH2:28][CH2:27]3)=[CH:24][CH:23]=[CH:22][N:21]=2)=[O:18])=[N:4][C:5](B2OC(C)(C)C(C)(C)O2)=[CH:6][N:7]=1.Cl[C:42]1[C:47]([C:48]([F:51])([F:50])[F:49])=[CH:46][CH:45]=[C:44]([N:52]2[CH2:55][C:54]([F:57])([F:56])[CH2:53]2)[N:43]=1.P([O-])([O-])([O-])=O.[K+].[K+].[K+]. Product: [NH2:1][C:2]1[C:3]([C:17]([NH:19][C:20]2[C:25]([N:26]3[CH2:27][CH2:28][C:29]([NH:33][C:34](=[O:40])[O:35][C:36]([CH3:38])([CH3:39])[CH3:37])([CH3:32])[CH2:30][CH2:31]3)=[CH:24][CH:23]=[CH:22][N:21]=2)=[O:18])=[N:4][C:5]([C:42]2[C:47]([C:48]([F:51])([F:49])[F:50])=[CH:46][CH:45]=[C:44]([N:52]3[CH2:53][C:54]([F:57])([F:56])[CH2:55]3)[N:43]=2)=[CH:6][N:7]=1. The catalyst class is: 1. (5) Reactant: C([O:3][C:4](=O)[CH2:5][C@H:6]1[CH2:11][CH2:10][C@H:9]([NH:12][C:13]([O:15][C:16]([CH3:19])([CH3:18])[CH3:17])=[O:14])[CH2:8][CH2:7]1)C.CC(C[AlH]CC(C)C)C.O. The catalyst class is: 11. Product: [C:16]([O:15][C:13](=[O:14])[NH:12][C@H:9]1[CH2:8][CH2:7][C@H:6]([CH2:5][CH:4]=[O:3])[CH2:11][CH2:10]1)([CH3:19])([CH3:17])[CH3:18]. (6) Reactant: Br[C:2]1[CH:33]=[CH:32][C:5]([CH2:6][CH:7]2[C:16]3[C:11](=[CH:12][C:13]([O:17][CH2:18][C:19]4[CH:24]=[CH:23][CH:22]=[CH:21][CH:20]=4)=[CH:14][CH:15]=3)[CH2:10][CH2:9][N:8]2[C:25]2[CH:30]=[CH:29][C:28]([F:31])=[CH:27][CH:26]=2)=[CH:4][CH:3]=1.P([O-])([O-])([O-])=O.[K+].[K+].[K+].[N:42]1[CH:47]=[CH:46][C:45](B(O)O)=[CH:44][CH:43]=1. Product: [F:31][C:28]1[CH:27]=[CH:26][C:25]([N:8]2[CH2:9][CH2:10][C:11]3[C:16](=[CH:15][CH:14]=[C:13]([O:17][CH2:18][C:19]4[CH:20]=[CH:21][CH:22]=[CH:23][CH:24]=4)[CH:12]=3)[CH:7]2[CH2:6][C:5]2[CH:4]=[CH:3][C:2]([C:45]3[CH:46]=[CH:47][N:42]=[CH:43][CH:44]=3)=[CH:33][CH:32]=2)=[CH:30][CH:29]=1. The catalyst class is: 57. (7) Reactant: [Cl:1][C:2]1[CH:11]=[CH:10][C:9]2[C:4](=[C:5]3[CH:26]=[CH:25][CH:24]=[CH:23][C:6]3=[C:7]3[NH:14][C:13]([C:15]4[C:20](Br)=[CH:19][CH:18]=[CH:17][C:16]=4Br)=[N:12][C:8]3=2)[N:3]=1.[C:27]([Cu])#[N:28].[NH4+].[OH-].C(OCC)(=O)C.[CH3:38][N:39](C=O)C. Product: [Cl:1][C:2]1[CH:11]=[CH:10][C:9]2[C:4](=[C:5]3[CH:26]=[CH:25][CH:24]=[CH:23][C:6]3=[C:7]3[NH:14][C:13]([C:15]4[C:20]([C:27]#[N:28])=[CH:19][CH:18]=[CH:17][C:16]=4[C:38]#[N:39])=[N:12][C:8]3=2)[N:3]=1. The catalyst class is: 170. (8) Reactant: C(=O)([O-])[O-].[K+].[K+].[CH3:7][O:8][CH2:9][N:10]=[C:11]=[S:12].[Cl:13][C:14]1[CH:19]=[C:18]([C:20]([F:23])([F:22])[F:21])[CH:17]=[C:16]([Cl:24])[C:15]=1[O:25][C:26]1[CH:30]=[C:29]([CH3:31])[NH:28][N:27]=1.Cl. Product: [CH3:7][O:8][CH2:9][NH:10][C:11]([N:28]1[C:29]([CH3:31])=[CH:30][C:26]([O:25][C:15]2[C:16]([Cl:24])=[CH:17][C:18]([C:20]([F:23])([F:21])[F:22])=[CH:19][C:14]=2[Cl:13])=[N:27]1)=[S:12]. The catalyst class is: 13.